From a dataset of Experimentally validated miRNA-target interactions with 360,000+ pairs, plus equal number of negative samples. Binary Classification. Given a miRNA mature sequence and a target amino acid sequence, predict their likelihood of interaction. (1) The miRNA is hsa-miR-499a-5p with sequence UUAAGACUUGCAGUGAUGUUU. The protein sequence of the target gene is MYGKGKSNSSAVPSDSQAREKLALYVYEYLLHVGAQKSAQTFLSEIRWEKNITLGEPPGFLHSWWCVFWDLYCAAPERRETCEHSSEAKAFHDYSAAAAPSPVLGNMPPGDGMPVGPVPPGFFQPFMSPRYPGGPRPPLRIPNQALGGVPGSQPLLPSGMDPTRQQGHPNMGGPMQRMTPPRGMVPLGPQNYGGAMRPPLNALGGPGMPGMNMGPGGGRPWPNPTNANSIPYSSASPGNYVGPPGGGGPPGTPIMPSPADSTNSGDNMYTLMNAVPPGPNRPNFPMGPGSDGPMGGLGGM.... Result: 0 (no interaction). (2) The miRNA is hsa-miR-2110 with sequence UUGGGGAAACGGCCGCUGAGUG. The protein sequence of the target gene is MFAAGLAPFYASNFSLWSAAYCSSAGPGGCSFPLDPAAVKKPSFCIADILHAGVGDLGAAPEGLAGASAAALTAHLGSVHPHASFQAAARSPLRPTPVVAPSEVPAGFPQRLSPLSAAYHHHHPQQQQQQQQPQQQQPPPPPRAGALQPPASGTRVVPNPHHSGSAPAPSSKDLKFGIDRILSAEFDPKVKEGNTLRDLTSLLTGGRPAGVHLSGLQPSAGQFFASLDPINEASAILSPLNSNPRNSVQHQFQDTFPGPYAVLTKDTMPQTYKRKRSWSRAVFSNLQRKGLEKRFEIQKY.... Result: 1 (interaction). (3) The miRNA is hsa-miR-6730-5p with sequence AGAAAGGUGGAGGGGUUGUCAGA. The protein sequence of the target gene is MFLGTGEPALDTGDDSLSAVTFDSDVETKAKRKAFHKPPPTSPKSPYLSKPRKVASWRSLRTAGSMPLGGRASLTPQKLWLGTAKPGSLTQALNSPLTWEHAWTGVPGGTPDCLTDTFRVKRPHLRRSASNGHVPGTPVYREKEDMYDEIIELKKSLHVQKSDVDLMRTKLRRLEEENSRKDRQIEQLLDPSRGTDFVRTLAEKRPDASWVINGLKQRILKLEQQCKEKDGTISKLQTDMKTTNLEEMRIAMETYYEEVHRLQTLLASSETTGKKPLGEKKTGAKRQKKMGSALLSLSRS.... Result: 0 (no interaction). (4) The miRNA is dme-miR-263a-5p with sequence AAUGGCACUGGAAGAAUUCACGGG. The protein sequence of the target gene is MESDNLQDPQEETLTCSICQGIFMNPVYLKCGHKFCEACLLLFQEDIKFPAYCPMCMQPFNQEYINDISLKKQVSIVRKKRLMEYLNSEEHKCVTHKAKKMIFCDKSKILLCHLCSDSQEHSGHTHCSIDVAVQEKMEELLKHMDSLWRRLKIQQNYVEKERRTTLWWLKSMKLREEVIKRVYGKQCPPLSEERDQHIECLRHQSNTTLEELRKSEATIVHERNQLTEVYRELMTMSQRPYQELLVQDLDDLFRRSKLAAKLDMPQGMIPRLRAHSIPGLTARLNSFRVKISFKHSIMFG.... Result: 0 (no interaction). (5) The miRNA is dre-let-7a with sequence UGAGGUAGUAGGUUGUAUAGUU. The protein sequence of the target gene is MIPPQEASARRREIEDKLKQEEETLSFIRDSLEKSDQLTRNMVSILSSFESRLMKLENSIIPVHKQTENLQRLQENVEKTLSCLDHVISYYHVASDTEKIIREGPTGRLEEYLGSMAKIQKAVEYFQDNSPDSPELNKVKLLFERGKESLESEFRSLMTRHSKVVSPVLLLDLISADDELEVQEDVVLEHLPESVLRDVVRISRWLVEYGRNQDFMNVYYQIRSSQLDRSIKGLKEHFRKSSSSSGVPYSPAIPNKRKDTPTKKPIKRPGTIRKAQNLLKQYSQHGLDGKKGGSNLIPLE.... Result: 0 (no interaction). (6) The miRNA is hsa-miR-374b-3p with sequence CUUAGCAGGUUGUAUUAUCAUU. The protein sequence of the target gene is MLWQRLAVVEWAALAWELLGASVLFIAVRWLVRRLEKRPRDLNRCGTLSSPPSASEAVAAQPGEVTMDAMMARLKLLNPDDLRKEVMKAGLKCGPITSTTRFIFEKKLAQALLEQGGLLTSSLPKPSAVTAMAFIQGTSRTPPSVDGKQTQQACFSEDRDFGYSVGLNPPEEEAVASSVHPVPFSASTRNDNHKAGVTAPKEPLVYYGVCPVYEDGPVRHERIHVYEDKKEALQAAKLIKGSRFKAFRTREDAEKFARGICDYLPSPNKTTPLLSPVKAVPLGGSDGLKADGLCLAESET.... Result: 0 (no interaction). (7) The miRNA is mmu-miR-331-5p with sequence CUAGGUAUGGUCCCAGGGAUCC. The protein sequence of the target gene is MSLVACECLPSPGLEPEPCSRARSQAHVYLEQIRNRVALGVPDMTKRDYLVDAATQIRLALERDVSEDYEAAFNHYQNGVDVLLRGIHVDPNKERREAVKLKITKYLRRAEEIFNCHLQRPLSSGASPSAGFSSLRLRPIRTLSSAVEQLRGCRVVGVIEKVQLVQDPATGGTFVVKSLPRCHMVSRERLTIIPHGVPYMTKLLRYFVSEDSIFLHLEHVQGGTLWSHLLSQAHSRHSGLSSGSTQERMKAQLNPHLNLLTPARLPSGHAPGQDRIALEPPRTSPNLLLAGEAPSTRPQR.... Result: 0 (no interaction). (8) The miRNA is mmu-miR-467f with sequence AUAUACACACACACACCUACA. Result: 1 (interaction). The protein sequence of the target gene is MILEGSGVMNLNPANNLLHQQPAWTDSYPTCNVSSGFFGSQWHEIHPQYWTKYQVWEWLQHLLDTNQLDASCIPFQEFDISGEHLCSMSLQEFTRAAGSAGQLLYSNLQHLKWNGQCSSDLFQSAHNVIVKTEQTDPSIMNTWKEENYLYDPSYGSTVDLLDSKTFCRAQISMTTSSHLPVAESPDMKKEQDHPVKSHTKKHNPRGTHLWEFIRDILLSPDKNPGLIKWEDRSEGIFRFLKSEAVAQLWGKKKNNSSMTYEKLSRAMRYYYKREILERVDGRRLVYKFGKNARGWRENEN....